This data is from Catalyst prediction with 721,799 reactions and 888 catalyst types from USPTO. The task is: Predict which catalyst facilitates the given reaction. Reactant: [F:1][C:2]1[CH:3]=[C:4]([OH:11])[CH:5]=[CH:6][C:7]=1[N+:8]([O-:10])=[O:9].[F:12][C:13]1[CH:20]=[CH:19][C:16]([CH2:17]Cl)=[CH:15][CH:14]=1.C(=O)([O-])[O-].[K+].[K+]. Product: [F:1][C:2]1[CH:3]=[C:4]([O:11][CH2:17][C:16]2[CH:19]=[CH:20][C:13]([F:12])=[CH:14][CH:15]=2)[CH:5]=[CH:6][C:7]=1[N+:8]([O-:10])=[O:9]. The catalyst class is: 3.